This data is from Reaction yield outcomes from USPTO patents with 853,638 reactions. The task is: Predict the reaction yield, written as a fraction of the theoretical maximum amount of product (1.0 means a 100% yield; for example, 0.34 means a 34% yield). (1) The reactants are [O:1]([C:8]1[CH:13]=[CH:12][C:11]([C:14]2[C:22]3[C:17](=[N:18][CH:19]=[N:20][C:21]=3[NH2:23])[N:16]([CH:24]3[CH2:29][CH2:28][CH2:27][NH:26][CH2:25]3)[N:15]=2)=[CH:10][CH:9]=1)[C:2]1[CH:7]=[CH:6][CH:5]=[CH:4][CH:3]=1.C(N1C=CN=C1)(N1C=CN=C1)=O.[C:42]([CH2:44][C:45](O)=[O:46])#[N:43]. The catalyst is ClCCl. The product is [NH2:23][C:21]1[N:20]=[CH:19][N:18]=[C:17]2[N:16]([CH:24]3[CH2:29][CH2:28][CH2:27][N:26]([C:45](=[O:46])[CH2:44][C:42]#[N:43])[CH2:25]3)[N:15]=[C:14]([C:11]3[CH:10]=[CH:9][C:8]([O:1][C:2]4[CH:7]=[CH:6][CH:5]=[CH:4][CH:3]=4)=[CH:13][CH:12]=3)[C:22]=12. The yield is 0.560. (2) The reactants are C(OC([N:6]1[C:14]2[CH2:13][CH2:12][N:11]([C:15]([O:17][C:18]([CH3:21])([CH3:20])[CH3:19])=[O:16])[CH2:10][C:9]=2[C:8]([NH:22][C:23]([C:25]2[CH:30]=[CH:29][N:28]=[CH:27][C:26]=2[N:31]2C(=O)C3C(=CC=CC=3)C2=O)=[O:24])=[N:7]1)=O)C.O.NN. The catalyst is CCO. The product is [C:18]([O:17][C:15]([N:11]1[CH2:12][CH2:13][C:14]2[NH:6][N:7]=[C:8]([NH:22][C:23]([C:25]3[CH:30]=[CH:29][N:28]=[CH:27][C:26]=3[NH2:31])=[O:24])[C:9]=2[CH2:10]1)=[O:16])([CH3:21])([CH3:19])[CH3:20]. The yield is 0.740. (3) The reactants are CCN(C(C)C)C(C)C.[CH2:10]([O:14][C:15]1[CH:16]=[C:17]([CH:21]([F:24])[CH2:22][NH2:23])[CH:18]=[CH:19][CH:20]=1)[CH2:11][CH2:12][CH3:13].[CH3:25][C:26]([O:29][C:30](O[C:30]([O:29][C:26]([CH3:28])([CH3:27])[CH3:25])=[O:31])=[O:31])([CH3:28])[CH3:27].C(Cl)Cl. The catalyst is C1COCC1. The product is [CH2:10]([O:14][C:15]1[CH:16]=[C:17]([CH:21]([F:24])[CH2:22][NH:23][C:30](=[O:31])[O:29][C:26]([CH3:28])([CH3:27])[CH3:25])[CH:18]=[CH:19][CH:20]=1)[CH2:11][CH2:12][CH3:13]. The yield is 1.00. (4) The yield is 0.390. The catalyst is C(O)(C(F)(F)F)=O.O.CO. The reactants are FC(F)(F)C([O-])=O.FC(F)(F)C([O-])=O.FC(F)(F)C([O-])=O.[Tl+3].COC([C:27]1[C:35]2[C:30](=[CH:31][CH:32]=[C:33]([F:36])[CH:34]=2)[NH:29][CH:28]=1)=O.[I-:37].[K+].ClCCl. The product is [F:36][C:33]1[C:34]([I:37])=[C:35]2[C:30](=[CH:31][CH:32]=1)[NH:29][CH:28]=[CH:27]2.